From a dataset of Catalyst prediction with 721,799 reactions and 888 catalyst types from USPTO. Predict which catalyst facilitates the given reaction. (1) Reactant: [ClH:1].C(OC([NH:9][C@@H:10]([CH2:19][CH3:20])[CH2:11][NH:12][C:13](=[O:18])[C:14]([O:16][CH3:17])=[O:15])=O)(C)(C)C. Product: [ClH:1].[NH2:9][C@@H:10]([CH2:19][CH3:20])[CH2:11][NH:12][C:13](=[O:18])[C:14]([O:16][CH3:17])=[O:15]. The catalyst class is: 12. (2) Reactant: [CH2:1]([NH:3][CH2:4][C:5]1[CH:10]=[CH:9][CH:8]=[CH:7][C:6]=1[N+:11]([O-])=O)[CH3:2].[H][H]. Product: [CH2:1]([NH:3][CH2:4][C:5]1[CH:10]=[CH:9][CH:8]=[CH:7][C:6]=1[NH2:11])[CH3:2]. The catalyst class is: 29. (3) Reactant: [O:1]1[CH2:6][CH2:5][N:4]([CH2:7][CH2:8][OH:9])[CH2:3][CH2:2]1.CC([O-])(C)C.[K+].Cl[CH2:17][C:18]([C:20]1[CH:21]=[C:22]([CH:25]=[O:26])[NH:23][CH:24]=1)=[O:19]. Product: [O:1]1[CH2:6][CH2:5][N:4]([CH2:7][CH2:8][O:9][CH2:17][C:18]([C:20]2[CH:21]=[C:22]([CH:25]=[O:26])[NH:23][CH:24]=2)=[O:19])[CH2:3][CH2:2]1. The catalyst class is: 13. (4) Reactant: Br[C:2]1[S:6][C:5]([N:7]2[CH2:11][C@:10]3([CH:16]4[CH2:17][CH2:18][N:13]([CH2:14][CH2:15]4)[CH2:12]3)[O:9][C:8]2=[O:19])=[CH:4][CH:3]=1.C([Sn](CCCC)(CCCC)[C:25]1[CH:30]=[CH:29][CH:28]=[CH:27][N:26]=1)CCC. Product: [N:26]1[CH:27]=[CH:28][CH:29]=[CH:30][C:25]=1[C:2]1[S:6][C:5]([N:7]2[CH2:11][C@:10]3([CH:16]4[CH2:17][CH2:18][N:13]([CH2:14][CH2:15]4)[CH2:12]3)[O:9][C:8]2=[O:19])=[CH:4][CH:3]=1. The catalyst class is: 109. (5) Reactant: [C:1]1([C:7]2[S:11][C:10]([NH:12][C:13](=[O:18])[CH2:14][C:15]([OH:17])=O)=[N:9][CH:8]=2)[CH:6]=[CH:5][CH:4]=[CH:3][CH:2]=1.CCN(C(C)C)C(C)C.C1C=CC2N(O)N=NC=2C=1.CCN=C=NCCCN(C)C.Cl.Cl.[Cl:51][C:52]1[CH:64]=[CH:63][CH:62]=[CH:61][C:53]=1[O:54][CH:55]1[CH2:60][CH2:59][NH:58][CH2:57][CH2:56]1. Product: [Cl:51][C:52]1[CH:64]=[CH:63][CH:62]=[CH:61][C:53]=1[O:54][CH:55]1[CH2:60][CH2:59][N:58]([C:15](=[O:17])[CH2:14][C:13]([NH:12][C:10]2[S:11][C:7]([C:1]3[CH:2]=[CH:3][CH:4]=[CH:5][CH:6]=3)=[CH:8][N:9]=2)=[O:18])[CH2:57][CH2:56]1. The catalyst class is: 18. (6) Reactant: [NH2:1][C:2]1([C@@H:5]2[CH2:9][CH2:8][N:7]([CH2:10][C:11]3[CH:16]=[CH:15][CH:14]=[CH:13][CH:12]=3)[CH2:6]2)[CH2:4][CH2:3]1.[OH-].[Na+].[C:19](O[C:19]([O:21][C:22]([CH3:25])([CH3:24])[CH3:23])=[O:20])([O:21][C:22]([CH3:25])([CH3:24])[CH3:23])=[O:20]. Product: [C:22]([O:21][C:19]([NH:1][C:2]1([C@@H:5]2[CH2:9][CH2:8][N:7]([CH2:10][C:11]3[CH:16]=[CH:15][CH:14]=[CH:13][CH:12]=3)[CH2:6]2)[CH2:4][CH2:3]1)=[O:20])([CH3:25])([CH3:24])[CH3:23]. The catalyst class is: 107. (7) Reactant: [N+:1]([C:4]1[CH:5]=[CH:6][C:7]([CH:10]=[CH2:11])=[N:8][CH:9]=1)([O-:3])=[O:2].[CH3:12][S:13]([O-:15])=[O:14].[Na+].C(O)(=O)C. Product: [CH3:12][S:13]([CH2:11][CH2:10][C:7]1[CH:6]=[CH:5][C:4]([N+:1]([O-:3])=[O:2])=[CH:9][N:8]=1)(=[O:15])=[O:14]. The catalyst class is: 8.